This data is from Catalyst prediction with 721,799 reactions and 888 catalyst types from USPTO. The task is: Predict which catalyst facilitates the given reaction. (1) The catalyst class is: 3. Product: [O:1]=[C:2]1[N:6]([CH2:25][C:26]2[CH:31]=[CH:30][CH:29]=[CH:28][CH:27]=2)[CH2:5][C:4](=[O:7])[N:3]1[CH2:8][C:9]([O:11][CH2:12][C:13]1[CH:18]=[CH:17][CH:16]=[CH:15][CH:14]=1)=[O:10]. Reactant: [O:1]=[C:2]1[NH:6][CH2:5][C:4](=[O:7])[N:3]1[CH2:8][C:9]([O:11][CH2:12][C:13]1[CH:18]=[CH:17][CH:16]=[CH:15][CH:14]=1)=[O:10].CC(C)([O-])C.[Li+].[CH2:25](Br)[C:26]1[CH:31]=[CH:30][CH:29]=[CH:28][CH:27]=1.O. (2) Reactant: [CH2:1]([O:8][C:9]1[CH:18]=[C:17]2[C:12]([CH:13]=[C:14]([C:24]#[N:25])[C:15]([N:19]=[CH:20][N:21](C)C)=[CH:16]2)=[CH:11][C:10]=1[O:26][CH3:27])[C:2]1[CH:7]=[CH:6][CH:5]=[CH:4][CH:3]=1.[Cl:28][C:29]1[CH:35]=[C:34]([Cl:36])[C:33]([O:37][CH3:38])=[CH:32][C:30]=1N. Product: [CH2:1]([O:8][C:9]1[C:10]([O:26][CH3:27])=[CH:11][C:12]2[CH:13]=[C:14]3[C:15](=[CH:16][C:17]=2[CH:18]=1)[N:19]=[CH:20][N:21]=[C:24]3[NH:25][C:30]1[CH:32]=[C:33]([O:37][CH3:38])[C:34]([Cl:36])=[CH:35][C:29]=1[Cl:28])[C:2]1[CH:7]=[CH:6][CH:5]=[CH:4][CH:3]=1. The catalyst class is: 15.